Dataset: Peptide-MHC class I binding affinity with 185,985 pairs from IEDB/IMGT. Task: Regression. Given a peptide amino acid sequence and an MHC pseudo amino acid sequence, predict their binding affinity value. This is MHC class I binding data. (1) The binding affinity (normalized) is 0.514. The peptide sequence is EYFMCFKYLL. The MHC is HLA-A24:02 with pseudo-sequence HLA-A24:02. (2) The binding affinity (normalized) is 0.712. The peptide sequence is FQQPQFQYL. The MHC is HLA-B15:03 with pseudo-sequence HLA-B15:03.